Predict the product of the given reaction. From a dataset of Forward reaction prediction with 1.9M reactions from USPTO patents (1976-2016). (1) The product is: [OH:30][C:18]1[C:17]([CH2:16][CH:15]=[C:14]([CH3:37])[CH2:13][CH2:12][C:11]([NH:10][CH2:9][P:4](=[O:3])([OH:8])[OH:5])=[O:38])=[C:25]([O:26][CH3:27])[C:24]([CH3:28])=[C:23]2[C:19]=1[C:20](=[O:29])[O:21][CH2:22]2. Given the reactants C([O:3][P:4]([CH2:9][NH:10][C:11](=[O:38])[CH2:12][CH2:13][C:14]([CH3:37])=[CH:15][CH2:16][C:17]1[C:18]([O:30]CC[Si](C)(C)C)=[C:19]2[C:23](=[C:24]([CH3:28])[C:25]=1[O:26][CH3:27])[CH2:22][O:21][C:20]2=[O:29])(=[O:8])[O:5]CC)C.C[Si](Br)(C)C.N1C(C)=CC=CC=1C, predict the reaction product. (2) The product is: [O:1]=[S:2]1(=[O:10])[CH2:6][CH2:5][CH:4]([CH2:7][OH:8])[CH2:3]1. Given the reactants [O:1]=[S:2]1(=[O:10])[CH2:6][CH2:5][CH:4]([C:7](O)=[O:8])[CH2:3]1, predict the reaction product. (3) Given the reactants Cl[C:2]1[C:7]([N+:8]([O-:10])=[O:9])=[CH:6][CH:5]=[C:4]([Cl:11])[N:3]=1.[CH:12]1([C:15]2[NH:19][N:18]=[C:17]([NH2:20])[CH:16]=2)[CH2:14][CH2:13]1.C(N(C(C)C)CC)(C)C, predict the reaction product. The product is: [Cl:11][C:4]1[N:3]=[C:2]([NH:20][C:17]2[CH:16]=[C:15]([CH:12]3[CH2:14][CH2:13]3)[NH:19][N:18]=2)[C:7]([N+:8]([O-:10])=[O:9])=[CH:6][CH:5]=1. (4) Given the reactants [CH2:1]1[CH:6]([CH2:7][N:8]2[C:13](=[O:14])[CH:12]=[CH:11][C:9]2=[O:10])[CH2:5][CH2:4][CH:3]([C:15]([O:17][N:18]2[C:23](=[O:24])[CH:22](S(O)(=O)=O)[CH2:21][C:19]2=[O:20])=[O:16])[CH2:2]1.C1C(CN2C(=O)C=CC2=O)CCC(C(ON2C(=O)C(S([O-])(=O)=O)CC2=O)=O)C1.[Na+].C([O-])(=O)CCC([O-])=O.C(N(CC(O)=O)CC(O)=O)CN(CC(O)=O)CC(O)=O, predict the reaction product. The product is: [CH2:1]1[CH:6]([CH2:7][N:8]2[C:13](=[O:14])[CH:12]=[CH:11][C:9]2=[O:10])[CH2:5][CH2:4][CH:3]([C:15]([O:17][N:18]2[C:19](=[O:20])[CH2:21][CH2:22][C:23]2=[O:24])=[O:16])[CH2:2]1. (5) Given the reactants Br[C:2]1[CH:3]=[C:4]([SH:8])[CH:5]=[CH:6][CH:7]=1.Br[CH2:10][CH2:11][O:12][Si:13](O[Si:13]([CH3:15])([CH3:14])[O:12][CH2:11][CH2:10]Br)([CH3:15])[CH3:14].[C:24]([O-])([O-])=O.[K+].[K+].[Li]C[CH2:32][CH2:33][CH3:34].[N:35]([C:44]([O:46][C:47]([CH3:50])([CH3:49])[CH3:48])=[O:45])=[N:36][C:37]([O:39][C:40]([CH3:43])([CH3:42])[CH3:41])=[O:38], predict the reaction product. The product is: [Si:13]([O:12][CH2:11][CH2:10][S:8][C:4]1[CH:3]=[C:2]([N:35]([C:44]([O:46][C:47]([CH3:50])([CH3:49])[CH3:48])=[O:45])[NH:36][C:37]([O:39][C:40]([CH3:41])([CH3:42])[CH3:43])=[O:38])[CH:7]=[CH:6][CH:5]=1)([C:33]([CH3:32])([CH3:34])[CH3:24])([CH3:15])[CH3:14]. (6) Given the reactants [F:1][C:2]([F:15])([F:14])[S:3]([O:6]S(C(F)(F)F)(=O)=O)(=[O:5])=[O:4].[C:16]([O:20][C:21]([N:23]([CH3:42])[C@@H:24]([CH3:41])[C:25]([NH:27][C@@H:28]([CH2:33][C:34]1[CH:39]=[CH:38][C:37](O)=[CH:36][CH:35]=1)[C:29]([O:31][CH3:32])=[O:30])=[O:26])=[O:22])([CH3:19])([CH3:18])[CH3:17].N1C=CC=CC=1, predict the reaction product. The product is: [C:16]([O:20][C:21]([N:23]([CH3:42])[C@@H:24]([CH3:41])[C:25]([NH:27][C@@H:28]([CH2:33][C:34]1[CH:35]=[CH:36][C:37]([O:6][S:3]([C:2]([F:15])([F:14])[F:1])(=[O:5])=[O:4])=[CH:38][CH:39]=1)[C:29]([O:31][CH3:32])=[O:30])=[O:26])=[O:22])([CH3:18])([CH3:19])[CH3:17]. (7) Given the reactants [F:1][C:2]([F:27])([F:26])[C:3]1[CH:4]=[C:5]([NH:9][C:10](=[O:25])[CH2:11][C:12]([NH:14][C:15]2[CH:20]=[CH:19][CH:18]=[C:17]([C:21]([F:24])([F:23])[F:22])[CH:16]=2)=[O:13])[CH:6]=[CH:7][CH:8]=1.[CH3:28][C:29]1[O:35][C:32]([CH:33]=O)=[CH:31][CH:30]=1, predict the reaction product. The product is: [F:1][C:2]([F:26])([F:27])[C:3]1[CH:4]=[C:5]([NH:9][C:10](=[O:25])[C:11](=[CH:33][C:32]2[O:35][C:29]([CH3:28])=[CH:30][CH:31]=2)[C:12]([NH:14][C:15]2[CH:20]=[CH:19][CH:18]=[C:17]([C:21]([F:24])([F:23])[F:22])[CH:16]=2)=[O:13])[CH:6]=[CH:7][CH:8]=1.